Dataset: HIV replication inhibition screening data with 41,000+ compounds from the AIDS Antiviral Screen. Task: Binary Classification. Given a drug SMILES string, predict its activity (active/inactive) in a high-throughput screening assay against a specified biological target. (1) The molecule is N#Cc1c(O)c(C=O)c(=O)n2c1[nH]c1ccccc12. The result is 0 (inactive). (2) The molecule is CC(=O)OC1CN2CCC(O)C2C(O)C1O. The result is 1 (active). (3) The result is 0 (inactive). The drug is CC12CCC3C(CC4OC(=O)C35CCC(=O)C=C45)C1CCC2=O.